From a dataset of Catalyst prediction with 721,799 reactions and 888 catalyst types from USPTO. Predict which catalyst facilitates the given reaction. (1) Reactant: [CH3:1][NH:2][C:3]([N:5]1[CH2:9][CH2:8][CH:7]([N:10]2[CH2:15][CH2:14][N:13](C(OCC3C=CC=CC=3)=O)[CH2:12][CH2:11]2)[CH2:6]1)=[O:4]. Product: [CH3:1][NH:2][C:3]([N:5]1[CH2:9][CH2:8][CH:7]([N:10]2[CH2:15][CH2:14][NH:13][CH2:12][CH2:11]2)[CH2:6]1)=[O:4]. The catalyst class is: 29. (2) Reactant: [Cl:1][CH2:2][CH2:3][CH2:4][O:5][C:6]1[CH:11]=[CH:10][C:9]([C:12]2[S:13][C:14]3[CH2:19][CH:18]([C:20]([O:22]C)=[O:21])[CH2:17][C:15]=3[N:16]=2)=[CH:8][CH:7]=1.O.[OH-].[Li+]. Product: [Cl:1][CH2:2][CH2:3][CH2:4][O:5][C:6]1[CH:7]=[CH:8][C:9]([C:12]2[S:13][C:14]3[CH2:19][CH:18]([C:20]([OH:22])=[O:21])[CH2:17][C:15]=3[N:16]=2)=[CH:10][CH:11]=1. The catalyst class is: 30.